The task is: Predict the reactants needed to synthesize the given product.. This data is from Full USPTO retrosynthesis dataset with 1.9M reactions from patents (1976-2016). Given the product [CH3:1][O:2][C:3](=[O:18])[C:4]1[C:9]([CH3:10])=[CH:8][CH:7]=[C:6]([F:11])[C:5]=1[N:12]1[C:16](=[O:17])[N:15]([CH3:19])[N:14]=[N:13]1, predict the reactants needed to synthesize it. The reactants are: [CH3:1][O:2][C:3](=[O:18])[C:4]1[C:9]([CH3:10])=[CH:8][CH:7]=[C:6]([F:11])[C:5]=1[N:12]1[C:16](=[O:17])[NH:15][N:14]=[N:13]1.[CH3:19]N(C)C=O.C(=O)([O-])[O-].[K+].[K+].CI.